This data is from Peptide-MHC class II binding affinity with 134,281 pairs from IEDB. The task is: Regression. Given a peptide amino acid sequence and an MHC pseudo amino acid sequence, predict their binding affinity value. This is MHC class II binding data. The peptide sequence is EKKYFAATQFEGLAA. The MHC is DRB1_1001 with pseudo-sequence DRB1_1001. The binding affinity (normalized) is 0.679.